From a dataset of NCI-60 drug combinations with 297,098 pairs across 59 cell lines. Regression. Given two drug SMILES strings and cell line genomic features, predict the synergy score measuring deviation from expected non-interaction effect. (1) Drug 1: C1=CC(=CC=C1C#N)C(C2=CC=C(C=C2)C#N)N3C=NC=N3. Drug 2: CC(C)CN1C=NC2=C1C3=CC=CC=C3N=C2N. Cell line: U251. Synergy scores: CSS=-5.58, Synergy_ZIP=0.493, Synergy_Bliss=-5.88, Synergy_Loewe=-7.09, Synergy_HSA=-9.56. (2) Drug 1: C1=CC(=CC=C1CCCC(=O)O)N(CCCl)CCCl. Drug 2: C1=NC2=C(N=C(N=C2N1C3C(C(C(O3)CO)O)F)Cl)N. Cell line: NCI-H522. Synergy scores: CSS=19.0, Synergy_ZIP=-13.4, Synergy_Bliss=-9.73, Synergy_Loewe=-4.31, Synergy_HSA=-2.38.